From a dataset of Forward reaction prediction with 1.9M reactions from USPTO patents (1976-2016). Predict the product of the given reaction. (1) Given the reactants [F:1][C:2]1[CH:12]=[CH:11][CH:10]=[C:9]([F:13])[C:3]=1[C:4]([N:6]=[C:7]=[O:8])=[O:5].[Cl:14][C:15]1[CH:16]=[C:17]([CH:20]=[C:21]([Cl:30])[C:22]=1[S:23][C:24]([F:29])([F:28])[CH:25]([F:27])[F:26])[NH:18][CH3:19].CCCCCC, predict the reaction product. The product is: [Cl:14][C:15]1[CH:16]=[C:17]([N:18]([CH3:19])[C:7]([NH:6][C:4](=[O:5])[C:3]2[C:2]([F:1])=[CH:12][CH:11]=[CH:10][C:9]=2[F:13])=[O:8])[CH:20]=[C:21]([Cl:30])[C:22]=1[S:23][C:24]([F:28])([F:29])[CH:25]([F:26])[F:27]. (2) Given the reactants [CH3:1][CH:2]([CH2:4][CH2:5][CH2:6][C@H:7]([C@@H:9]1[C@:26]2([CH3:27])[C@H:12]([C@H:13]3[C@H:23]([CH2:24][CH2:25]2)[C@:21]2([CH3:22])[C:16]([CH2:17][C@@H:18]([N:28](S(C4C=CC=CC=4[N+]([O-])=O)(=O)=O)[CH2:29][CH2:30][CH2:31][NH:32][C:33](=[O:52])[CH2:34][CH2:35][CH2:36][CH2:37][CH2:38][NH:39][C:40]4[CH:45]=[CH:44][C:43]([N+:46]([O-:48])=[O:47])=[CH:42][C:41]=4[N+:49]([O-:51])=[O:50])[CH2:19][CH2:20]2)=[CH:15][CH2:14]3)[CH2:11][CH2:10]1)[CH3:8])[CH3:3].C([O-])([O-])=O.[K+].[K+].C1(S)C=CC=CC=1, predict the reaction product. The product is: [CH3:3][CH:2]([CH2:4][CH2:5][CH2:6][C@H:7]([C@@H:9]1[C@:26]2([CH3:27])[C@H:12]([C@H:13]3[C@H:23]([CH2:24][CH2:25]2)[C@:21]2([CH3:22])[C:16]([CH2:17][C@@H:18]([NH:28][CH2:29][CH2:30][CH2:31][NH:32][C:33](=[O:52])[CH2:34][CH2:35][CH2:36][CH2:37][CH2:38][NH:39][C:40]4[CH:45]=[CH:44][C:43]([N+:46]([O-:48])=[O:47])=[CH:42][C:41]=4[N+:49]([O-:51])=[O:50])[CH2:19][CH2:20]2)=[CH:15][CH2:14]3)[CH2:11][CH2:10]1)[CH3:8])[CH3:1].